This data is from NCI-60 drug combinations with 297,098 pairs across 59 cell lines. The task is: Regression. Given two drug SMILES strings and cell line genomic features, predict the synergy score measuring deviation from expected non-interaction effect. (1) Drug 1: CC1=CC2C(CCC3(C2CCC3(C(=O)C)OC(=O)C)C)C4(C1=CC(=O)CC4)C. Drug 2: CCN(CC)CCCC(C)NC1=C2C=C(C=CC2=NC3=C1C=CC(=C3)Cl)OC. Cell line: SK-MEL-2. Synergy scores: CSS=21.5, Synergy_ZIP=-4.04, Synergy_Bliss=-1.18, Synergy_Loewe=-17.2, Synergy_HSA=-3.47. (2) Drug 1: CCN(CC)CCNC(=O)C1=C(NC(=C1C)C=C2C3=C(C=CC(=C3)F)NC2=O)C. Drug 2: C1CN1C2=NC(=NC(=N2)N3CC3)N4CC4. Cell line: EKVX. Synergy scores: CSS=12.5, Synergy_ZIP=-0.0847, Synergy_Bliss=1.36, Synergy_Loewe=2.66, Synergy_HSA=3.43. (3) Drug 1: CC12CCC3C(C1CCC2O)C(CC4=C3C=CC(=C4)O)CCCCCCCCCS(=O)CCCC(C(F)(F)F)(F)F. Drug 2: C1=NC2=C(N=C(N=C2N1C3C(C(C(O3)CO)O)F)Cl)N. Cell line: ACHN. Synergy scores: CSS=15.9, Synergy_ZIP=-5.40, Synergy_Bliss=-4.17, Synergy_Loewe=-36.7, Synergy_HSA=-7.02. (4) Drug 1: COC1=C(C=C2C(=C1)N=CN=C2NC3=CC(=C(C=C3)F)Cl)OCCCN4CCOCC4. Drug 2: CN1C2=C(C=C(C=C2)N(CCCl)CCCl)N=C1CCCC(=O)O.Cl. Cell line: NCIH23. Synergy scores: CSS=20.6, Synergy_ZIP=-4.83, Synergy_Bliss=-2.37, Synergy_Loewe=-8.96, Synergy_HSA=-1.59.